Dataset: Reaction yield outcomes from USPTO patents with 853,638 reactions. Task: Predict the reaction yield, written as a fraction of the theoretical maximum amount of product (1.0 means a 100% yield; for example, 0.34 means a 34% yield). (1) The reactants are [NH2:1][NH2:2].[F:3][C:4]1[CH:11]=[C:10]([F:12])[CH:9]=[CH:8][C:5]=1[CH2:6]Br. No catalyst specified. The product is [F:3][C:4]1[CH:11]=[C:10]([F:12])[CH:9]=[CH:8][C:5]=1[CH2:6][NH:1][NH2:2]. The yield is 0.718. (2) The reactants are [F:1][C:2]1[CH:7]=[CH:6][C:5]([C:8]([C:10]2[N:19]=[C:18]([NH:20][C:21]3[CH:25]=[C:24]([CH3:26])[NH:23][N:22]=3)[C:17]3[C:12](=[CH:13][CH:14]=[CH:15][CH:16]=3)[N:11]=2)=[O:9])=[CH:4][CH:3]=1.[CH2:27](O)[CH2:28][OH:29].O.C1(C)C=CC(S(O)(=O)=O)=CC=1. The catalyst is C1(C)C=CC=CC=1. The product is [F:1][C:2]1[CH:7]=[CH:6][C:5]([C:8]2([C:10]3[N:19]=[C:18]([NH:20][C:21]4[CH:25]=[C:24]([CH3:26])[NH:23][N:22]=4)[C:17]4[C:12](=[CH:13][CH:14]=[CH:15][CH:16]=4)[N:11]=3)[O:29][CH2:28][CH2:27][O:9]2)=[CH:4][CH:3]=1. The yield is 0.0100.